Task: Regression/Classification. Given a drug SMILES string, predict its toxicity properties. Task type varies by dataset: regression for continuous values (e.g., LD50, hERG inhibition percentage) or binary classification for toxic/non-toxic outcomes (e.g., AMES mutagenicity, cardiotoxicity, hepatotoxicity). Dataset: herg_karim.. Dataset: hERG potassium channel inhibition data for cardiac toxicity prediction from Karim et al. (1) The drug is CCCN(CC)CC#Cc1ccc(C)cc1. The result is 1 (blocker). (2) The molecule is C[n+]1c(C#Cc2cccc(Cl)c2)cccc1C#Cc1cccc(Cl)c1. The result is 1 (blocker). (3) The compound is N#Cc1ccc(CN2CCN(c3ccc4nnc(C(F)(F)F)n4n3)CC2)cc1. The result is 1 (blocker). (4) The drug is c1ccc2c3c([nH]c2c1)C(C1CCOCC1)NC(c1nc(C2C4CC5CC(C4)CC2C5)c[nH]1)C3. The result is 1 (blocker). (5) The drug is NC(=O)C1CCN(CCc2ccc(Oc3nc4ncccc4s3)cc2)CC1. The result is 0 (non-blocker). (6) The drug is COc1ccc(COC(=O)N2CCC(CNc3ncccn3)CC2)cc1. The result is 0 (non-blocker). (7) The molecule is O=C(N[C@@H]1CN2CCC1CC2)c1cccc2oc(C3CC3)nc12. The result is 1 (blocker). (8) The compound is N#Cc1ccc(Cn2cncc2CN[C@H]2CCN(C(=O)c3cccnc3N)C2=O)cc1. The result is 0 (non-blocker). (9) The compound is CC(Oc1ccc(S(C)(=O)=O)cc1C(=O)N1CCN(c2cnc(C(F)(F)F)nc2)CC1)C(F)(F)F. The result is 0 (non-blocker). (10) The drug is C/C(=C(/F)C(=O)Nc1ccc(-c2ccc(S(N)(=O)=O)cc2)cc1)c1cccc(C(=N)N)c1. The result is 1 (blocker).